Dataset: Full USPTO retrosynthesis dataset with 1.9M reactions from patents (1976-2016). Task: Predict the reactants needed to synthesize the given product. The reactants are: S(=O)(=O)(O)O.[CH3:6][O:7][C:8]([C:10]1[C:15]([NH2:16])=[CH:14][CH:13]=[CH:12][N:11]=1)=[O:9].[Br:17]Br.[OH-].[Na+]. Given the product [CH3:6][O:7][C:8]([C:10]1[C:15]([NH2:16])=[CH:14][CH:13]=[C:12]([Br:17])[N:11]=1)=[O:9], predict the reactants needed to synthesize it.